This data is from Full USPTO retrosynthesis dataset with 1.9M reactions from patents (1976-2016). The task is: Predict the reactants needed to synthesize the given product. (1) Given the product [CH3:14][C:15]1[CH:20]=[CH:19][CH:18]=[CH:17][C:16]=1[O:21][C:22]1[CH:29]=[CH:28][C:25]([CH2:26][NH:27][C:4](=[O:6])[C:3]2[CH:7]=[CH:8][C:9]([CH2:11][O:12][CH3:13])=[N:10][C:2]=2[NH2:1])=[CH:24][CH:23]=1, predict the reactants needed to synthesize it. The reactants are: [NH2:1][C:2]1[N:10]=[C:9]([CH2:11][O:12][CH3:13])[CH:8]=[CH:7][C:3]=1[C:4]([OH:6])=O.[CH3:14][C:15]1[CH:20]=[CH:19][CH:18]=[CH:17][C:16]=1[O:21][C:22]1[CH:29]=[CH:28][C:25]([CH2:26][NH2:27])=[CH:24][CH:23]=1.CN([P+](ON1N=NC2C=CC=CC1=2)(N(C)C)N(C)C)C.F[P-](F)(F)(F)(F)F.C(=O)(O)[O-].[Na+]. (2) Given the product [NH2:17][C:18]1[CH:23]=[CH:22][C:21]([O:24][C:2]2[CH:3]=[CH:4][C:5]3[N:6]([CH:8]=[C:9]([NH:11][C:12]([CH:14]4[CH2:16][CH2:15]4)=[O:13])[N:10]=3)[N:7]=2)=[CH:20][C:19]=1[N+:25]([O-:27])=[O:26], predict the reactants needed to synthesize it. The reactants are: I[C:2]1[CH:3]=[CH:4][C:5]2[N:6]([CH:8]=[C:9]([NH:11][C:12]([CH:14]3[CH2:16][CH2:15]3)=[O:13])[N:10]=2)[N:7]=1.[NH2:17][C:18]1[CH:23]=[CH:22][C:21]([OH:24])=[CH:20][C:19]=1[N+:25]([O-:27])=[O:26].C(=O)([O-])[O-].[K+].[K+].CN(C)C=O. (3) Given the product [F:60][C:34]([F:33])([F:59])[C:35]1[CH:36]=[C:37]([CH:56]=[CH:57][CH:58]=1)[CH2:38][NH:39][C:40]([C:41]1[CH:46]=[CH:45][N:44]=[C:43]([C:47]2[CH:52]=[C:51]([Cl:53])[CH:50]=[CH:49][C:48]=2[NH:54][C:14]([C:13]2[CH:12]=[C:11]([CH:19]=[CH:18][CH:17]=2)[CH2:10][S:9][CH2:8][CH2:7][C:6]([O:5][C:1]([CH3:2])([CH3:3])[CH3:4])=[O:20])=[O:16])[CH:42]=1)=[O:55], predict the reactants needed to synthesize it. The reactants are: [C:1]([O:5][C:6](=[O:20])[CH2:7][CH2:8][S:9][CH2:10][C:11]1[CH:12]=[C:13]([CH:17]=[CH:18][CH:19]=1)[C:14]([OH:16])=O)([CH3:4])([CH3:3])[CH3:2].CCN=C=NCCCN(C)C.Cl.[F:33][C:34]([F:60])([F:59])[C:35]1[CH:36]=[C:37]([CH:56]=[CH:57][CH:58]=1)[CH2:38][NH:39][C:40](=[O:55])[C:41]1[CH:46]=[CH:45][N:44]=[C:43]([C:47]2[CH:52]=[C:51]([Cl:53])[CH:50]=[CH:49][C:48]=2[NH2:54])[CH:42]=1. (4) Given the product [CH:1]1([N:5]2[CH2:11][CH2:10][C:9]3[CH:12]=[CH:13][C:14]([OH:16])=[CH:15][C:8]=3[CH2:7][CH2:6]2)[CH2:4][CH2:3][CH2:2]1, predict the reactants needed to synthesize it. The reactants are: [CH:1]1([N:5]2[CH2:11][CH2:10][C:9]3[CH:12]=[CH:13][C:14]([O:16]CC4C=CC=CC=4)=[CH:15][C:8]=3[CH2:7][CH2:6]2)[CH2:4][CH2:3][CH2:2]1. (5) Given the product [Cl:3][C:16]1[N:15]=[C:14]([C:11]2[CH:12]=[CH:13][C:8]([O:7][CH3:6])=[CH:9][CH:10]=2)[CH:23]=[C:22]2[C:17]=1[CH:18]=[C:19]([Br:24])[CH:20]=[N:21]2, predict the reactants needed to synthesize it. The reactants are: O=P(Cl)(Cl)[Cl:3].[CH3:6][O:7][C:8]1[CH:13]=[CH:12][C:11]([C:14]2[N:15]=[C:16](O)[C:17]3[CH:18]=[C:19]([Br:24])[CH:20]=[N:21][C:22]=3[CH:23]=2)=[CH:10][CH:9]=1. (6) Given the product [C:24]([C:9]1[CH:10]=[N:11][N:12]([C:13]2[CH:18]=[CH:17][C:16]([S:19]([CH3:22])(=[O:21])=[O:20])=[C:15]([F:23])[CH:14]=2)[C:8]=1[C:5]1[CH:6]=[CH:7][C:2]([C:27]2[O:26][CH:30]=[CH:29][CH:28]=2)=[CH:3][CH:4]=1)#[N:25], predict the reactants needed to synthesize it. The reactants are: Br[C:2]1[CH:7]=[CH:6][C:5]([C:8]2[N:12]([C:13]3[CH:18]=[CH:17][C:16]([S:19]([CH3:22])(=[O:21])=[O:20])=[C:15]([F:23])[CH:14]=3)[N:11]=[CH:10][C:9]=2[C:24]#[N:25])=[CH:4][CH:3]=1.[O:26]1[CH:30]=[CH:29][CH:28]=[C:27]1B(O)O. (7) Given the product [Br:1][C:2]1[CH:3]=[N:4][N:5]2[CH:10]=[CH:9][C:8]([C:11]([N:24]([C:25]3[CH:32]=[CH:31][C:28]([C:29]#[N:30])=[CH:27][N:26]=3)[CH:22]3[CH2:21][O:20][CH2:23]3)=[O:13])=[CH:7][C:6]=12, predict the reactants needed to synthesize it. The reactants are: [Br:1][C:2]1[CH:3]=[N:4][N:5]2[CH:10]=[CH:9][C:8]([C:11]([OH:13])=O)=[CH:7][C:6]=12.C(Cl)(=O)C(Cl)=O.[O:20]1[CH2:23][CH:22]([NH:24][C:25]2[CH:32]=[CH:31][C:28]([C:29]#[N:30])=[CH:27][N:26]=2)[CH2:21]1.[H-].[Na+].